This data is from Peptide-MHC class I binding affinity with 185,985 pairs from IEDB/IMGT. The task is: Regression. Given a peptide amino acid sequence and an MHC pseudo amino acid sequence, predict their binding affinity value. This is MHC class I binding data. (1) The peptide sequence is MLDPRFVKQ. The MHC is HLA-B18:01 with pseudo-sequence HLA-B18:01. The binding affinity (normalized) is 0.0847. (2) The peptide sequence is AVGFFPTGV. The binding affinity (normalized) is 0.458. The MHC is HLA-A29:02 with pseudo-sequence HLA-A29:02. (3) The peptide sequence is EAEKQLQQY. The MHC is HLA-B46:01 with pseudo-sequence HLA-B46:01. The binding affinity (normalized) is 0.0847.